Dataset: Forward reaction prediction with 1.9M reactions from USPTO patents (1976-2016). Task: Predict the product of the given reaction. (1) Given the reactants Br[C:2]1[CH:3]=[C:4]([CH2:19][CH2:20][NH:21][C:22]2[C:31]3[C:26](=[C:27]([F:33])[CH:28]=[CH:29][C:30]=3[F:32])[N:25]=[CH:24][N:23]=2)[CH:5]=[CH:6][C:7]=1[O:8][C:9]1[CH:14]=[C:13]([C:15]([F:18])([F:17])[F:16])[CH:12]=[CH:11][N:10]=1.[C:34]([Cu])#[N:35], predict the reaction product. The product is: [F:32][C:30]1[CH:29]=[CH:28][C:27]([F:33])=[C:26]2[C:31]=1[C:22]([NH:21][CH2:20][CH2:19][C:4]1[CH:5]=[CH:6][C:7]([O:8][C:9]3[CH:14]=[C:13]([C:15]([F:18])([F:17])[F:16])[CH:12]=[CH:11][N:10]=3)=[C:2]([CH:3]=1)[C:34]#[N:35])=[N:23][CH:24]=[N:25]2. (2) Given the reactants [Br:1][C:2]1[CH:10]=[C:9]2[C:5]([CH:6]=[CH:7][NH:8]2)=[CH:4][CH:3]=1.C1C(=O)N([Cl:18])C(=O)C1, predict the reaction product. The product is: [Br:1][C:2]1[CH:10]=[C:9]2[C:5]([C:6]([Cl:18])=[CH:7][NH:8]2)=[CH:4][CH:3]=1. (3) Given the reactants [F:1][C:2]1[C:3]([N:8]2[C:12]([CH2:13][C:14]3[N:19]=[CH:18][N:17]=[C:16]([C:20](=O)[CH3:21])[C:15]=3[CH2:23][CH2:24][CH3:25])=[CH:11][CH:10]=[N:9]2)=[N:4][CH:5]=[CH:6][CH:7]=1.[CH:26]([NH2:28])=O.[OH-].[Na+].O=P(Cl)(Cl)Cl, predict the reaction product. The product is: [F:1][C:2]1[C:3]([N:8]2[C:12]([CH2:13][C:14]3[N:19]=[CH:18][N:17]4[CH:26]=[N:28][C:20]([CH3:21])=[C:16]4[C:15]=3[CH2:23][CH2:24][CH3:25])=[CH:11][CH:10]=[N:9]2)=[N:4][CH:5]=[CH:6][CH:7]=1. (4) Given the reactants Br[C:2]1[CH:7]=[CH:6][N:5]=[C:4]([S:8][CH3:9])[N:3]=1.[F:10][C:11]1[CH:16]=[C:15](B(O)O)[CH:14]=[CH:13][N:12]=1.C([O-])([O-])=O.[Na+].[Na+], predict the reaction product. The product is: [F:10][C:11]1[CH:16]=[C:15]([C:2]2[CH:7]=[CH:6][N:5]=[C:4]([S:8][CH3:9])[N:3]=2)[CH:14]=[CH:13][N:12]=1. (5) Given the reactants [Cl:1][C:2]1[CH:3]=[CH:4][C:5]2[N:11]3[C:12]([CH:15]([F:17])[F:16])=[N:13][N:14]=[C:10]3[C@H:9]([CH2:18][C:19]3[S:20][C:21]([CH2:24][CH2:25][C:26]([O:28]C)=[O:27])=[CH:22][N:23]=3)[S:8][C@@H:7]([C:30]3[CH:35]=[CH:34][CH:33]=[C:32]([O:36][CH3:37])[C:31]=3[O:38][CH3:39])[C:6]=2[CH:40]=1.C(=O)([O-])[O-].[K+].[K+].Cl, predict the reaction product. The product is: [Cl:1][C:2]1[CH:3]=[CH:4][C:5]2[N:11]3[C:12]([CH:15]([F:16])[F:17])=[N:13][N:14]=[C:10]3[C@H:9]([CH2:18][C:19]3[S:20][C:21]([CH2:24][CH2:25][C:26]([OH:28])=[O:27])=[CH:22][N:23]=3)[S:8][C@@H:7]([C:30]3[CH:35]=[CH:34][CH:33]=[C:32]([O:36][CH3:37])[C:31]=3[O:38][CH3:39])[C:6]=2[CH:40]=1. (6) The product is: [ClH:28].[NH2:16][C:4]1[C:3](=[O:19])[N:2]([CH3:1])[CH:7]=[CH:6][C:5]=1[OH:8]. Given the reactants [CH3:1][N:2]1[CH:7]=[CH:6][C:5]([O:8]CC2C=CC=CC=2)=[C:4]([N+:16]([O-])=O)[C:3]1=[O:19].CCO.CN(C=O)C.[ClH:28], predict the reaction product.